From a dataset of Full USPTO retrosynthesis dataset with 1.9M reactions from patents (1976-2016). Predict the reactants needed to synthesize the given product. (1) Given the product [CH3:1][O:2][C:3]1[CH:4]=[C:5]2[C:9](=[CH:10][CH:11]=1)[C:8](=[O:12])[CH:7]([CH2:13][CH2:14][N:15]1[CH2:19][CH2:18][CH2:17][CH2:16]1)[CH2:6]2, predict the reactants needed to synthesize it. The reactants are: [CH3:1][O:2][C:3]1[CH:4]=[C:5]2[C:9](=[CH:10][CH:11]=1)[CH:8]([OH:12])[CH:7]([CH2:13][CH2:14][N:15]1[CH2:19][CH2:18][CH2:17][CH2:16]1)[CH2:6]2.C1(C(C2C=CC=CC=2)=O)C=CC=CC=1.CC([O-])(C)C.[K+]. (2) The reactants are: [CH:1]1([N:6]2[C:11]3[N:12]=[C:13](S(C)=O)[N:14]=[CH:15][C:10]=3[CH:9]=[C:8]([CH2:19][O:20][CH2:21][CH2:22][O:23][CH3:24])[C:7]2=[O:25])[CH2:5][CH2:4][CH2:3][CH2:2]1.[C:26]([O:30][C:31]([N:33]1[CH2:38][CH2:37][N:36]([C:39]2[CH:40]=[N:41][C:42]([NH2:45])=[CH:43][CH:44]=2)[CH2:35][CH2:34]1)=[O:32])([CH3:29])([CH3:28])[CH3:27]. Given the product [C:26]([O:30][C:31]([N:33]1[CH2:38][CH2:37][N:36]([C:39]2[CH:40]=[N:41][C:42]([NH:45][C:13]3[N:14]=[CH:15][C:10]4[CH:9]=[C:8]([CH2:19][O:20][CH2:21][CH2:22][O:23][CH3:24])[C:7](=[O:25])[N:6]([CH:1]5[CH2:5][CH2:4][CH2:3][CH2:2]5)[C:11]=4[N:12]=3)=[CH:43][CH:44]=2)[CH2:35][CH2:34]1)=[O:32])([CH3:29])([CH3:27])[CH3:28], predict the reactants needed to synthesize it. (3) Given the product [OH:10][C@H:11]([CH2:25][O:26][Si:27]([CH:31]([CH3:33])[CH3:32])([CH:28]([CH3:30])[CH3:29])[CH:34]([CH3:35])[CH3:36])[C@H:12]([NH:13][C:14](=[O:23])[O:15][CH2:16][C:17]1[CH:22]=[CH:21][CH:20]=[CH:19][CH:18]=1)[CH3:24], predict the reactants needed to synthesize it. The reactants are: [N+](C1C=CC(C([O:10][C@H:11]([CH2:25][O:26][Si:27]([CH:34]([CH3:36])[CH3:35])([CH:31]([CH3:33])[CH3:32])[CH:28]([CH3:30])[CH3:29])[C@@H:12]([CH3:24])[NH:13][C:14](=[O:23])[O:15][CH2:16][C:17]2[CH:22]=[CH:21][CH:20]=[CH:19][CH:18]=2)=O)=CC=1)([O-])=O.[H-].C([Al+]CC(C)C)C(C)C.CO.[OH-].[Na+]. (4) Given the product [Cl:15][Si:16]1([CH:3]2[C:2]([CH3:1])=[C:6]([CH3:7])[C:5]([CH3:8])=[C:4]2[CH3:9])[CH2:21][CH2:20][CH2:19][CH2:18][CH2:17]1, predict the reactants needed to synthesize it. The reactants are: [CH3:1][C:2]1[CH2:3][C:4]([CH3:9])=[C:5]([CH3:8])[C:6]=1[CH3:7].C([Li])CCC.[Cl:15][Si:16]1(Cl)[CH2:21][CH2:20][CH2:19][CH2:18][CH2:17]1. (5) Given the product [Cl:62][C:59]1[CH:60]=[CH:61][C:56]([C@H:52]([C:53]([N:40]2[CH2:41][CH2:42][N:37]([C:35]3[C:36]4[C@H:28]([CH3:27])[CH2:29][CH2:30][C:31]=4[N:32]=[CH:33][N:34]=3)[CH2:38][CH2:39]2)=[O:54])[CH2:51][N:50]([CH:63]([CH3:64])[CH3:65])[C:48](=[O:49])[O:47][C:43]([CH3:45])([CH3:44])[CH3:46])=[CH:57][CH:58]=1, predict the reactants needed to synthesize it. The reactants are: CN(C(ON1N=NC2C=CC=CC1=2)=[N+](C)C)C.F[P-](F)(F)(F)(F)F.Cl.Cl.[CH3:27][C@H:28]1[C:36]2[C:35]([N:37]3[CH2:42][CH2:41][NH:40][CH2:39][CH2:38]3)=[N:34][CH:33]=[N:32][C:31]=2[CH2:30][CH2:29]1.[C:43]([O:47][C:48]([N:50]([CH:63]([CH3:65])[CH3:64])[CH2:51][C@H:52]([C:56]1[CH:61]=[CH:60][C:59]([Cl:62])=[CH:58][CH:57]=1)[C:53](O)=[O:54])=[O:49])([CH3:46])([CH3:45])[CH3:44].CCN(C(C)C)C(C)C.C([O-])([O-])=O.[Na+].[Na+]. (6) Given the product [CH3:1][N:2]1[CH2:3][CH2:4][N:5]([C:8]2[CH:9]=[CH:10][C:11]([O:17][CH2:18][C:19]3[CH:24]=[CH:23][CH:22]=[CH:21][CH:20]=3)=[C:12]([CH:16]=2)[C:13]([NH:31][C:27]2[CH:26]=[N:25][CH:30]=[CH:29][CH:28]=2)=[O:14])[CH2:6][CH2:7]1, predict the reactants needed to synthesize it. The reactants are: [CH3:1][N:2]1[CH2:7][CH2:6][N:5]([C:8]2[CH:9]=[CH:10][C:11]([O:17][CH2:18][C:19]3[CH:24]=[CH:23][CH:22]=[CH:21][CH:20]=3)=[C:12]([CH:16]=2)[C:13](O)=[O:14])[CH2:4][CH2:3]1.[N:25]1[CH:30]=[CH:29][CH:28]=[C:27]([NH2:31])[CH:26]=1.C(Cl)CCl.C1C=CC2N(O)N=NC=2C=1.C(N(CC)CC)C.